Dataset: NCI-60 drug combinations with 297,098 pairs across 59 cell lines. Task: Regression. Given two drug SMILES strings and cell line genomic features, predict the synergy score measuring deviation from expected non-interaction effect. (1) Drug 1: CCC1(CC2CC(C3=C(CCN(C2)C1)C4=CC=CC=C4N3)(C5=C(C=C6C(=C5)C78CCN9C7C(C=CC9)(C(C(C8N6C=O)(C(=O)OC)O)OC(=O)C)CC)OC)C(=O)OC)O.OS(=O)(=O)O. Drug 2: C(=O)(N)NO. Cell line: SF-295. Synergy scores: CSS=0.251, Synergy_ZIP=-1.20, Synergy_Bliss=-2.76, Synergy_Loewe=-5.63, Synergy_HSA=-4.18. (2) Drug 1: CC1=CC2C(CCC3(C2CCC3(C(=O)C)OC(=O)C)C)C4(C1=CC(=O)CC4)C. Drug 2: C1CNP(=O)(OC1)N(CCCl)CCCl. Cell line: SK-MEL-28. Synergy scores: CSS=-4.06, Synergy_ZIP=2.19, Synergy_Bliss=-1.96, Synergy_Loewe=-5.73, Synergy_HSA=-6.14. (3) Drug 1: CC12CCC3C(C1CCC2=O)CC(=C)C4=CC(=O)C=CC34C. Drug 2: C1=NC2=C(N=C(N=C2N1C3C(C(C(O3)CO)O)F)Cl)N. Cell line: SF-268. Synergy scores: CSS=48.5, Synergy_ZIP=-5.79, Synergy_Bliss=-2.72, Synergy_Loewe=-7.99, Synergy_HSA=-0.830. (4) Drug 1: CC1=C(C=C(C=C1)NC2=NC=CC(=N2)N(C)C3=CC4=NN(C(=C4C=C3)C)C)S(=O)(=O)N.Cl. Drug 2: CS(=O)(=O)C1=CC(=C(C=C1)C(=O)NC2=CC(=C(C=C2)Cl)C3=CC=CC=N3)Cl. Cell line: HOP-92. Synergy scores: CSS=7.33, Synergy_ZIP=-1.80, Synergy_Bliss=-0.0283, Synergy_Loewe=-0.314, Synergy_HSA=-0.315. (5) Drug 1: C1CC(=O)NC(=O)C1N2CC3=C(C2=O)C=CC=C3N. Drug 2: CCC1(C2=C(COC1=O)C(=O)N3CC4=CC5=C(C=CC(=C5CN(C)C)O)N=C4C3=C2)O.Cl. Cell line: SN12C. Synergy scores: CSS=33.7, Synergy_ZIP=-7.97, Synergy_Bliss=-1.44, Synergy_Loewe=-15.2, Synergy_HSA=1.47. (6) Drug 1: C1=NNC2=C1C(=O)NC=N2. Drug 2: C1C(C(OC1N2C=NC3=C2NC=NCC3O)CO)O. Cell line: NCI-H460. Synergy scores: CSS=2.06, Synergy_ZIP=0.479, Synergy_Bliss=2.28, Synergy_Loewe=-1.60, Synergy_HSA=-2.27. (7) Synergy scores: CSS=39.3, Synergy_ZIP=3.15, Synergy_Bliss=3.22, Synergy_Loewe=-48.0, Synergy_HSA=0.426. Cell line: M14. Drug 1: CC1=C(C=C(C=C1)NC(=O)C2=CC=C(C=C2)CN3CCN(CC3)C)NC4=NC=CC(=N4)C5=CN=CC=C5. Drug 2: CC1C(C(CC(O1)OC2CC(CC3=C2C(=C4C(=C3O)C(=O)C5=CC=CC=C5C4=O)O)(C(=O)C)O)N)O. (8) Drug 1: CC1=C2C(C(=O)C3(C(CC4C(C3C(C(C2(C)C)(CC1OC(=O)C(C(C5=CC=CC=C5)NC(=O)C6=CC=CC=C6)O)O)OC(=O)C7=CC=CC=C7)(CO4)OC(=O)C)O)C)OC(=O)C. Drug 2: CN(CC1=CN=C2C(=N1)C(=NC(=N2)N)N)C3=CC=C(C=C3)C(=O)NC(CCC(=O)O)C(=O)O. Cell line: HS 578T. Synergy scores: CSS=30.9, Synergy_ZIP=0.0675, Synergy_Bliss=-0.479, Synergy_Loewe=-33.8, Synergy_HSA=-0.431.